From a dataset of Full USPTO retrosynthesis dataset with 1.9M reactions from patents (1976-2016). Predict the reactants needed to synthesize the given product. (1) Given the product [CH3:4][P:2]([C:5]1[CH:6]=[C:7]([CH:8]=[CH:9][CH:10]=1)[NH2:11])([CH3:1])=[O:3], predict the reactants needed to synthesize it. The reactants are: [CH3:1][P:2]([C:5]1[CH:10]=[CH:9][CH:8]=[C:7]([N+:11]([O-])=O)[CH:6]=1)([CH3:4])=[O:3].[Cl-].[NH4+]. (2) Given the product [C:17]1([C:15]([CH3:1])([CH3:16])[CH:12]2[CH2:13][CH2:14][CH:9]([CH3:19])[CH2:10][CH:11]2[OH:18])[CH:26]=[CH:27][CH:22]=[CH:23][CH:24]=1, predict the reactants needed to synthesize it. The reactants are: [CH2:1]1C(=O)N(Cl)C(=O)C1.[CH:9]1([CH3:19])[CH2:14][CH2:13][CH:12]([CH:15]([CH3:17])[CH3:16])[CH:11]([OH:18])[CH2:10]1.CP([C:22]1[CH:27]=[CH:26]C=[CH:24][CH:23]=1)[C:22]1[CH:27]=[CH:26]C=[CH:24][C:23]=1C.